Dataset: Full USPTO retrosynthesis dataset with 1.9M reactions from patents (1976-2016). Task: Predict the reactants needed to synthesize the given product. (1) Given the product [O:4]=[C:3]1[N:13]2[CH2:14][C@H:9]([CH2:10][CH2:11][C@@H:12]2[C:15]([O:17][CH2:18][C:19]2[CH:24]=[CH:23][C:22]([N+:25]([O-:27])=[O:26])=[CH:21][CH:20]=2)=[O:16])[O:8]1, predict the reactants needed to synthesize it. The reactants are: FC(F)(F)[C:3]([O-])=[O:4].[OH:8][C@H:9]1[CH2:14][NH:13][C@@H:12]([C:15]([O:17][CH2:18][C:19]2[CH:24]=[CH:23][C:22]([N+:25]([O-:27])=[O:26])=[CH:21][CH:20]=2)=[O:16])[CH2:11][CH2:10]1.O=C(Cl)OC(Cl)(Cl)Cl. (2) The reactants are: [CH3:1][N:2]([CH3:32])[C:3]([C:5]1[CH:10]=[C:9]([CH:11]=C)[CH:8]=[CH:7][C:6]=1[NH:13][C:14]([C:16]1[C:17]([C:22]2[CH:27]=[CH:26][C:25]([C:28]([F:31])([F:30])[F:29])=[CH:24][CH:23]=2)=[CH:18][CH:19]=[CH:20][CH:21]=1)=[O:15])=[O:4].O.I([O-])(=O)(=O)=[O:35].[Na+]. Given the product [CH3:32][N:2]([CH3:1])[C:3]([C:5]1[CH:10]=[C:9]([CH:11]=[O:35])[CH:8]=[CH:7][C:6]=1[NH:13][C:14]([C:16]1[C:17]([C:22]2[CH:27]=[CH:26][C:25]([C:28]([F:31])([F:29])[F:30])=[CH:24][CH:23]=2)=[CH:18][CH:19]=[CH:20][CH:21]=1)=[O:15])=[O:4], predict the reactants needed to synthesize it. (3) Given the product [Cl:23][C:24]1[CH:31]=[CH:30][CH:29]=[C:28]([Cl:32])[C:25]=1[CH2:26][NH:22][C:19]1[CH:20]=[N:21][C:16]([NH:15][C:11]2[CH:12]=[CH:13][CH:14]=[C:9]([O:8][CH2:7][CH2:6][N:1]3[CH2:5][CH2:4][CH2:3][CH2:2]3)[CH:10]=2)=[N:17][CH:18]=1, predict the reactants needed to synthesize it. The reactants are: [N:1]1([CH2:6][CH2:7][O:8][C:9]2[CH:10]=[C:11]([NH:15][C:16]3[N:21]=[CH:20][C:19]([NH2:22])=[CH:18][N:17]=3)[CH:12]=[CH:13][CH:14]=2)[CH2:5][CH2:4][CH2:3][CH2:2]1.[Cl:23][C:24]1[CH:31]=[CH:30][CH:29]=[C:28]([Cl:32])[C:25]=1[CH2:26]Br.C(=O)([O-])[O-].[Cs+].[Cs+].O. (4) The reactants are: [C:1]1([C:7]2[CH:14]=[CH:13][C:10]([CH:11]=[O:12])=[CH:9][CH:8]=2)[CH:6]=[CH:5][CH:4]=[CH:3][CH:2]=1.[CH2:15](OCC)[CH3:16]. Given the product [C:7]1([C:1]2[CH:2]=[CH:3][CH:4]=[CH:5][CH:6]=2)[CH:8]=[CH:9][C:10]([CH:11]([OH:12])[CH2:15][CH3:16])=[CH:13][CH:14]=1, predict the reactants needed to synthesize it. (5) Given the product [NH2:11][C:12]1[CH:17]=[CH:16][C:15]([NH:18][C:9]([NH:8][C:3]2[CH:4]=[CH:5][CH:6]=[CH:7][C:2]=2[CH3:1])=[O:10])=[CH:14][CH:13]=1, predict the reactants needed to synthesize it. The reactants are: [CH3:1][C:2]1[CH:7]=[CH:6][CH:5]=[CH:4][C:3]=1[N:8]=[C:9]=[O:10].[NH2:11][C:12]1[CH:17]=[CH:16][C:15]([NH2:18])=[CH:14][CH:13]=1.